Dataset: Reaction yield outcomes from USPTO patents with 853,638 reactions. Task: Predict the reaction yield, written as a fraction of the theoretical maximum amount of product (1.0 means a 100% yield; for example, 0.34 means a 34% yield). The reactants are [CH3:1][C:2]1[CH:6]=[CH:5][S:4][C:3]=1[C:7]([OH:9])=O.[CH2:10]([NH2:12])[CH3:11]. No catalyst specified. The product is [CH2:10]([NH:12][C:7]([C:3]1[S:4][CH:5]=[CH:6][C:2]=1[CH3:1])=[O:9])[CH3:11]. The yield is 0.920.